This data is from Reaction yield outcomes from USPTO patents with 853,638 reactions. The task is: Predict the reaction yield, written as a fraction of the theoretical maximum amount of product (1.0 means a 100% yield; for example, 0.34 means a 34% yield). (1) The reactants are ClC(OC1C=CC([N+]([O-])=O)=CC=1)=[O:3].[CH:14]([N:17]([CH2:21][CH3:22])[CH:18]([CH3:20])C)(C)C.[CH3:23][C@H:24]1[CH2:33][NH:32][C:31]2[C:26](=[CH:27][CH:28]=[C:29]([C:34]3[CH:39]=[CH:38][C:37]([S:40]([CH3:43])(=[O:42])=[O:41])=[CH:36][CH:35]=3)[CH:30]=2)[N:25]1[C:44](=[O:46])[CH3:45].N1CCCC1. No catalyst specified. The product is [CH3:23][C@H:24]1[CH2:33][N:32]([C:14]([N:17]2[CH2:18][CH2:20][CH2:22][CH2:21]2)=[O:3])[C:31]2[C:26](=[CH:27][CH:28]=[C:29]([C:34]3[CH:35]=[CH:36][C:37]([S:40]([CH3:43])(=[O:42])=[O:41])=[CH:38][CH:39]=3)[CH:30]=2)[N:25]1[C:44](=[O:46])[CH3:45]. The yield is 0.430. (2) The reactants are Br[C:2]1[CH:3]=[C:4]([C:12]2[CH:17]=[CH:16][N:15]=[CH:14][CH:13]=2)[S:5][C:6]=1[C:7]1[NH:11][CH:10]=[N:9][N:8]=1.O1CCCC1.[Li]CCCC.[CH3:28][O:29][C:30]1[CH:37]=[CH:36][C:33]([CH:34]=[O:35])=[CH:32][CH:31]=1. No catalyst specified. The product is [CH3:28][O:29][C:30]1[CH:37]=[CH:36][C:33]([CH:34]([C:2]2[CH:3]=[C:4]([C:12]3[CH:17]=[CH:16][N:15]=[CH:14][CH:13]=3)[S:5][C:6]=2[C:7]2[NH:11][CH:10]=[N:9][N:8]=2)[OH:35])=[CH:32][CH:31]=1. The yield is 0.235. (3) The product is [C:3]([O:7][C:8](=[O:33])[N:9]([CH3:32])[C@:10]12[CH2:15][C@H:14]1[CH2:13][NH:12][C@H:11]2[C:26]1[CH:27]=[CH:28][CH:29]=[CH:30][CH:31]=1)([CH3:6])([CH3:5])[CH3:4]. The yield is 1.00. The reactants are [Na].N.[C:3]([O:7][C:8](=[O:33])[N:9]([CH3:32])[C@:10]12[CH2:15][C@H:14]1[CH2:13][N:12](S(C1C=CC(C)=CC=1)(=O)=O)[C@H:11]2[C:26]1[CH:31]=[CH:30][CH:29]=[CH:28][CH:27]=1)([CH3:6])([CH3:5])[CH3:4].[Cl-].[NH4+]. The catalyst is C1COCC1.